From a dataset of Reaction yield outcomes from USPTO patents with 853,638 reactions. Predict the reaction yield, written as a fraction of the theoretical maximum amount of product (1.0 means a 100% yield; for example, 0.34 means a 34% yield). (1) The reactants are [NH2:1][C:2]1[C:3]([C:8]([OH:10])=O)=[N:4][CH:5]=[CH:6][CH:7]=1.C(N1C=CN=C1)(N1C=CN=C1)=O.Cl.[C:24]([O:28][C:29](=[O:34])[C@@H:30]([NH2:33])[CH2:31][CH3:32])([CH3:27])([CH3:26])[CH3:25]. The catalyst is N1C=CC=CC=1.O. The product is [C:24]([O:28][C:29](=[O:34])[C@@H:30]([NH:33][C:8]([C:3]1[C:2]([NH2:1])=[CH:7][CH:6]=[CH:5][N:4]=1)=[O:10])[CH2:31][CH3:32])([CH3:26])([CH3:25])[CH3:27]. The yield is 0.390. (2) The reactants are [NH2:1][C:2]1[CH:3]=[CH:4][CH:5]=[C:6]2[C:10]=1[NH:9][N:8]=[CH:7]2.Cl[C:12]1[CH:17]=[CH:16][N:15]=[C:14]([NH:18][C:19]2[CH:24]=[C:23]([O:25][CH3:26])[C:22]([O:27][CH3:28])=[C:21]([O:29][CH3:30])[CH:20]=2)[N:13]=1.Cl. The catalyst is CN1C(=O)CCC1.O1CCOCC1. The product is [NH:9]1[C:10]2[C:6](=[CH:5][CH:4]=[CH:3][C:2]=2[NH:1][C:16]2[CH:17]=[CH:12][N:13]=[C:14]([NH:18][C:19]3[CH:24]=[C:23]([O:25][CH3:26])[C:22]([O:27][CH3:28])=[C:21]([O:29][CH3:30])[CH:20]=3)[N:15]=2)[CH:7]=[N:8]1. The yield is 0.470. (3) The reactants are Br[C:2]1[CH:3]=[C:4]2[NH:10][N:9]=[N:8][C:5]2=[N:6][CH:7]=1.[N:11]1[CH:16]=[CH:15][C:14]([C:17]2[C:26]3[C:21](=[CH:22][CH:23]=[C:24]([Sn](C)(C)C)[CH:25]=3)[N:20]=[CH:19][CH:18]=2)=[CH:13][CH:12]=1. The catalyst is O1CCOCC1. The product is [N:11]1[CH:16]=[CH:15][C:14]([C:17]2[C:26]3[C:21](=[CH:22][CH:23]=[C:24]([C:2]4[CH:3]=[C:4]5[NH:10][N:9]=[N:8][C:5]5=[N:6][CH:7]=4)[CH:25]=3)[N:20]=[CH:19][CH:18]=2)=[CH:13][CH:12]=1. The yield is 0.140.